From a dataset of Reaction yield outcomes from USPTO patents with 853,638 reactions. Predict the reaction yield, written as a fraction of the theoretical maximum amount of product (1.0 means a 100% yield; for example, 0.34 means a 34% yield). (1) The reactants are [Cl:1][C:2]1[C:3](I)=[CH:4][C:5]([N+:9]([O-:11])=[O:10])=[C:6]([CH:8]=1)[NH2:7].[Cl:13][C:14]1[CH:19]=[CH:18][C:17](B(O)O)=[CH:16][CH:15]=1.[O-]P([O-])([O-])=O.[K+].[K+].[K+]. The catalyst is O1CCOCC1.O.C1C=CC([P]([Pd]([P](C2C=CC=CC=2)(C2C=CC=CC=2)C2C=CC=CC=2)([P](C2C=CC=CC=2)(C2C=CC=CC=2)C2C=CC=CC=2)[P](C2C=CC=CC=2)(C2C=CC=CC=2)C2C=CC=CC=2)(C2C=CC=CC=2)C2C=CC=CC=2)=CC=1. The product is [Cl:1][C:2]1[C:3]([C:17]2[CH:18]=[CH:19][C:14]([Cl:13])=[CH:15][CH:16]=2)=[CH:4][C:5]([N+:9]([O-:11])=[O:10])=[C:6]([CH:8]=1)[NH2:7]. The yield is 0.630. (2) The reactants are Br[C:2]1[CH:7]=[CH:6][C:5]([C:8](=[O:24])[CH2:9][CH:10]([CH2:16][CH2:17][C:18]2[CH:23]=[CH:22][CH:21]=[CH:20][CH:19]=2)[C:11]([O:13][CH2:14][CH3:15])=[O:12])=[CH:4][CH:3]=1.[N+:25]([C:28]1[CH:33]=[CH:32][C:31](B(O)O)=[CH:30][CH:29]=1)([O-:27])=[O:26].C1(C)C=CC=CC=1.C(=O)([O-])[O-].[Na+].[Na+]. The catalyst is O1CCOCC1. The product is [N+:25]([C:28]1[CH:33]=[CH:32][C:31]([C:2]2[CH:7]=[CH:6][C:5]([C:8](=[O:24])[CH2:9][CH:10]([CH2:16][CH2:17][C:18]3[CH:23]=[CH:22][CH:21]=[CH:20][CH:19]=3)[C:11]([O:13][CH2:14][CH3:15])=[O:12])=[CH:4][CH:3]=2)=[CH:30][CH:29]=1)([O-:27])=[O:26]. The yield is 0.750. (3) The reactants are [Cl:1][CH2:2][CH2:3][CH2:4][C:5]([C:7]1[CH:12]=[CH:11][C:10]([C:13]([CH3:20])([CH3:19])[C:14]([O:16][CH2:17][CH3:18])=[O:15])=[CH:9][CH:8]=1)=[O:6].[C:21]1([C:27]([C:35]2[CH:40]=[CH:39][CH:38]=[CH:37][CH:36]=2)([CH:29]2[CH2:34][CH2:33][NH:32][CH2:31][CH2:30]2)[OH:28])[CH:26]=[CH:25][CH:24]=[CH:23][CH:22]=1.Cl. The catalyst is C1(C)C(C)=CC=CC=1. The product is [ClH:1].[OH:28][C:27]([C:35]1[CH:40]=[CH:39][CH:38]=[CH:37][CH:36]=1)([C:21]1[CH:22]=[CH:23][CH:24]=[CH:25][CH:26]=1)[CH:29]1[CH2:34][CH2:33][N:32]([CH2:2][CH2:3][CH2:4][C:5]([C:7]2[CH:12]=[CH:11][C:10]([C:13]([CH3:20])([CH3:19])[C:14]([O:16][CH2:17][CH3:18])=[O:15])=[CH:9][CH:8]=2)=[O:6])[CH2:31][CH2:30]1. The yield is 0.700. (4) The reactants are F[P-](F)(F)(F)(F)F.C[N+](C)=C(N(C)C)ON1[C:16]2[N:17]=[CH:18][CH:19]=[CH:20][C:15]=2N=N1.[ClH:25].[NH2:26][CH:27]([C:29]1[CH:30]=[C:31]([CH:42]=[CH:43][CH:44]=1)[O:32][C:33]1C=CC(Cl)=C[C:34]=1[C:35]#N)[CH3:28].[NH2:45][C:46]1[N:55]=[C:54]([N:56]2[CH2:61][CH2:60][N:59]([CH3:62])[CH2:58][CH2:57]2)[C:53]2[C:48](=[CH:49][C:50]([C:63]([OH:65])=O)=[CH:51][CH:52]=2)[N:47]=1.C(N(CC)C(C)C)(C)C. The catalyst is CN(C)C=O. The product is [NH2:45][C:46]1[N:55]=[C:54]([N:56]2[CH2:61][CH2:60][N:59]([CH3:62])[CH2:58][CH2:57]2)[C:53]2[C:48](=[CH:49][C:50]([C:63]([NH:26][CH:27]([C:29]3[CH:44]=[CH:43][CH:42]=[C:31]([O:32][C:33]4[CH:34]=[CH:35][C:19]([CH3:18])=[C:20]([Cl:25])[C:15]=4[C:16]#[N:17])[CH:30]=3)[CH3:28])=[O:65])=[CH:51][CH:52]=2)[N:47]=1. The yield is 0.200. (5) The reactants are [Li][CH2:2]CCC.C(NC(C)C)(C)C.[Br:13][C:14]1[CH:15]=[CH:16][CH:17]=[C:18]2[C:23]=1[N:22]=[C:21]([Cl:24])[CH:20]=[CH:19]2.CI. The catalyst is C1COCC1.O. The product is [Br:13][C:14]1[CH:15]=[CH:16][CH:17]=[C:18]2[C:23]=1[N:22]=[C:21]([Cl:24])[C:20]([CH3:2])=[CH:19]2. The yield is 0.650. (6) The reactants are C1C(=O)N([Br:8])C(=O)C1.[NH2:9][C:10]1[CH:11]=[CH:12][CH:13]=[C:14]2[C:18]=1[C:17](=[O:19])[N:16]([CH3:20])[CH2:15]2.S([O-])([O-])(=O)=S.[Na+].[Na+]. The catalyst is C(Cl)Cl. The product is [NH2:9][C:10]1[CH:11]=[CH:12][C:13]([Br:8])=[C:14]2[C:18]=1[C:17](=[O:19])[N:16]([CH3:20])[CH2:15]2. The yield is 0.740.